Dataset: Reaction yield outcomes from USPTO patents with 853,638 reactions. Task: Predict the reaction yield, written as a fraction of the theoretical maximum amount of product (1.0 means a 100% yield; for example, 0.34 means a 34% yield). (1) The reactants are [F:1][C:2]1[CH:3]=[C:4]2[C:8](=[CH:9][CH:10]=1)[NH:7][C:6](=[O:11])[CH2:5]2.[C:12]1([C:21]2[C:16](=[CH:17][CH:18]=[CH:19][CH:20]=2)[CH2:15][O:14]1)=O.C[Si](C)(C)N[Si](C)(C)C.[Na]. The catalyst is CN(C=O)C. The product is [F:1][C:2]1[CH:3]=[C:4]2[C:8](=[CH:9][CH:10]=1)[NH:7][C:6](=[O:11])[C:5]2=[C:12]1[C:21]2[C:16](=[CH:17][CH:18]=[CH:19][CH:20]=2)[CH2:15][O:14]1. The yield is 0.0600. (2) The reactants are [CH3:1][C:2]1[S:6][C:5]([C:7]([OH:9])=O)=[CH:4][C:3]=1[C:10]1[N:14]([CH3:15])[N:13]=[CH:12][C:11]=1[CH:16]([CH3:18])[CH3:17].[NH2:19][C@@H:20]([CH2:33][C:34]1[CH:39]=[CH:38][CH:37]=[CH:36][C:35]=1[C:40]([F:43])([F:42])[F:41])[CH2:21][N:22]1[C:30](=[O:31])[C:29]2[C:24](=[CH:25][CH:26]=[CH:27][CH:28]=2)[C:23]1=[O:32].C(N(C(C)C)CC)(C)C.F[P-](F)(F)(F)(F)F.Br[P+](N1CCCC1)(N1CCCC1)N1CCCC1. The catalyst is C(Cl)Cl. The product is [O:31]=[C:30]1[C:29]2[C:24](=[CH:25][CH:26]=[CH:27][CH:28]=2)[C:23](=[O:32])[N:22]1[CH2:21][C@@H:20]([NH:19][C:7]([C:5]1[S:6][C:2]([CH3:1])=[C:3]([C:10]2[N:14]([CH3:15])[N:13]=[CH:12][C:11]=2[CH:16]([CH3:18])[CH3:17])[CH:4]=1)=[O:9])[CH2:33][C:34]1[CH:39]=[CH:38][CH:37]=[CH:36][C:35]=1[C:40]([F:42])([F:41])[F:43]. The yield is 0.642. (3) The reactants are Cl[C:2](Cl)([O:4]C(=O)OC(Cl)(Cl)Cl)Cl.[O:13]1[C:17]2[CH:18]=[CH:19][C:20]([CH2:22][N:23]3[CH2:28][CH2:27][NH:26][CH2:25][CH2:24]3)=[CH:21][C:16]=2[O:15][CH2:14]1.[NH2:29][C:30]1[CH:35]=[C:34]([C:36]2[S:37][CH:38]=[CH:39][CH:40]=2)[CH:33]=[CH:32][C:31]=1[NH:41][C:42](=[O:48])[O:43][C:44]([CH3:47])([CH3:46])[CH3:45]. The catalyst is C(Cl)Cl.N1C=CC=CC=1. The product is [O:13]1[C:17]2[CH:18]=[CH:19][C:20]([CH2:22][N:23]3[CH2:24][CH2:25][N:26]([C:2]([NH:29][C:30]4[CH:35]=[C:34]([C:36]5[S:37][CH:38]=[CH:39][CH:40]=5)[CH:33]=[CH:32][C:31]=4[NH:41][C:42](=[O:48])[O:43][C:44]([CH3:45])([CH3:47])[CH3:46])=[O:4])[CH2:27][CH2:28]3)=[CH:21][C:16]=2[O:15][CH2:14]1. The yield is 0.110. (4) The reactants are F[C:2]1[CH:12]=[CH:11][C:5]([C:6]([O:8][CH2:9][CH3:10])=[O:7])=[CH:4][CH:3]=1.Cl.[NH:14]1[CH2:17][CH:16]([OH:18])[CH2:15]1.C(=O)([O-])[O-].[K+].[K+]. The catalyst is CS(C)=O.C(OCC)(=O)C. The product is [OH:18][CH:16]1[CH2:17][N:14]([C:2]2[CH:12]=[CH:11][C:5]([C:6]([O:8][CH2:9][CH3:10])=[O:7])=[CH:4][CH:3]=2)[CH2:15]1. The yield is 0.726. (5) The yield is 0.780. The reactants are [Br:1][C:2]1[CH:3]=[C:4]([CH:15]=[CH:16][C:17]=1[Cl:18])[CH2:5][NH:6][CH2:7][CH:8]([O:12][CH2:13][CH3:14])[O:9][CH2:10][CH3:11].[CH3:19][C:20]1[CH:25]=[CH:24][C:23]([S:26](Cl)(=[O:28])=[O:27])=[CH:22][CH:21]=1. The product is [Br:1][C:2]1[CH:3]=[C:4]([CH:15]=[CH:16][C:17]=1[Cl:18])[CH2:5][N:6]([S:26]([C:23]1[CH:24]=[CH:25][C:20]([CH3:19])=[CH:21][CH:22]=1)(=[O:28])=[O:27])[CH2:7][CH:8]([O:9][CH2:10][CH3:11])[O:12][CH2:13][CH3:14]. The catalyst is C(Cl)Cl.N1C=CC=CC=1. (6) The reactants are [O:1]=[C:2]([CH3:13])[C@@H:3]([NH:5][C:6](=[O:12])[O:7][C:8]([CH3:11])([CH3:10])[CH3:9])[CH3:4].[BH4-].[Na+]. The catalyst is O1CCCC1.CO.CCOCC.C(O)(=O)CC(CC(O)=O)(C(O)=O)O. The product is [OH:1][CH:2]([CH3:13])[C@@H:3]([NH:5][C:6](=[O:12])[O:7][C:8]([CH3:11])([CH3:10])[CH3:9])[CH3:4]. The yield is 0.990.